This data is from Forward reaction prediction with 1.9M reactions from USPTO patents (1976-2016). The task is: Predict the product of the given reaction. (1) Given the reactants [Cl:1][C:2]1[CH:7]=[CH:6][CH:5]=[CH:4][C:3]=1[O:8][CH3:9].[Cl:10][S:11](O)(=[O:13])=[O:12], predict the reaction product. The product is: [Cl:1][C:2]1[CH:7]=[C:6]([S:11]([Cl:10])(=[O:13])=[O:12])[CH:5]=[CH:4][C:3]=1[O:8][CH3:9]. (2) Given the reactants [C:1]([O:5][C:6]([N:8]1[CH2:11][CH2:10][C@@H:9]1[CH2:12][OH:13])=[O:7])([CH3:4])([CH3:3])[CH3:2].[Br:14][C:15]1[CH:16]=[N:17][CH:18]=[C:19](O)[CH:20]=1.C1(P(C2C=CC=CC=2)C2C=CC=CC=2)C=CC=CC=1.N#N.N(C(OC(C)C)=O)=NC(OC(C)C)=O.N(C(OC(C)C)=O)NC(OC(C)C)=O, predict the reaction product. The product is: [Br:14][C:15]1[CH:16]=[N:17][CH:18]=[C:19]([O:13][CH2:12][C@H:9]2[CH2:10][CH2:11][N:8]2[C:6]([O:5][C:1]([CH3:4])([CH3:3])[CH3:2])=[O:7])[CH:20]=1. (3) Given the reactants [CH:1]([C:3]1[CH:12]=[C:11]2[C:6]([CH2:7][CH2:8][N:9]([C:13]([O:15][C:16]([CH3:19])([CH3:18])[CH3:17])=[O:14])[CH2:10]2)=[CH:5][C:4]=1[OH:20])=[O:2].[C-]#N.[Na+].[CH3:24][OH:25], predict the reaction product. The product is: [OH:20][C:4]1[CH:5]=[C:6]2[C:11](=[CH:12][C:3]=1[C:1]([O:25][CH3:24])=[O:2])[CH2:10][N:9]([C:13]([O:15][C:16]([CH3:17])([CH3:19])[CH3:18])=[O:14])[CH2:8][CH2:7]2.